From a dataset of NCI-60 drug combinations with 297,098 pairs across 59 cell lines. Regression. Given two drug SMILES strings and cell line genomic features, predict the synergy score measuring deviation from expected non-interaction effect. (1) Drug 1: CS(=O)(=O)CCNCC1=CC=C(O1)C2=CC3=C(C=C2)N=CN=C3NC4=CC(=C(C=C4)OCC5=CC(=CC=C5)F)Cl. Drug 2: CNC(=O)C1=NC=CC(=C1)OC2=CC=C(C=C2)NC(=O)NC3=CC(=C(C=C3)Cl)C(F)(F)F. Cell line: SF-268. Synergy scores: CSS=-3.11, Synergy_ZIP=3.83, Synergy_Bliss=3.55, Synergy_Loewe=-2.18, Synergy_HSA=-2.15. (2) Drug 1: C1CCN(CC1)CCOC2=CC=C(C=C2)C(=O)C3=C(SC4=C3C=CC(=C4)O)C5=CC=C(C=C5)O. Drug 2: CN1C2=C(C=C(C=C2)N(CCCl)CCCl)N=C1CCCC(=O)O.Cl. Cell line: OVCAR3. Synergy scores: CSS=17.6, Synergy_ZIP=-0.433, Synergy_Bliss=2.20, Synergy_Loewe=-0.679, Synergy_HSA=-1.65. (3) Drug 1: C1=CC(=CC=C1CC(C(=O)O)N)N(CCCl)CCCl.Cl. Drug 2: B(C(CC(C)C)NC(=O)C(CC1=CC=CC=C1)NC(=O)C2=NC=CN=C2)(O)O. Cell line: U251. Synergy scores: CSS=26.3, Synergy_ZIP=-2.16, Synergy_Bliss=6.87, Synergy_Loewe=12.9, Synergy_HSA=7.88. (4) Drug 2: CC1C(C(CC(O1)OC2CC(CC3=C2C(=C4C(=C3O)C(=O)C5=C(C4=O)C(=CC=C5)OC)O)(C(=O)CO)O)N)O.Cl. Drug 1: CN(C)N=NC1=C(NC=N1)C(=O)N. Cell line: SF-539. Synergy scores: CSS=44.6, Synergy_ZIP=-3.43, Synergy_Bliss=-3.22, Synergy_Loewe=-27.8, Synergy_HSA=-1.98. (5) Drug 2: CC1=CC2C(CCC3(C2CCC3(C(=O)C)OC(=O)C)C)C4(C1=CC(=O)CC4)C. Drug 1: CC1C(C(CC(O1)OC2CC(CC3=C2C(=C4C(=C3O)C(=O)C5=C(C4=O)C(=CC=C5)OC)O)(C(=O)CO)O)N)O.Cl. Synergy scores: CSS=13.7, Synergy_ZIP=19.3, Synergy_Bliss=25.7, Synergy_Loewe=23.2, Synergy_HSA=23.6. Cell line: K-562. (6) Cell line: MALME-3M. Drug 2: CS(=O)(=O)OCCCCOS(=O)(=O)C. Drug 1: C1=CC(=CC=C1CC(C(=O)O)N)N(CCCl)CCCl.Cl. Synergy scores: CSS=22.7, Synergy_ZIP=3.30, Synergy_Bliss=11.1, Synergy_Loewe=1.01, Synergy_HSA=8.24. (7) Drug 1: CC1=CC2C(CCC3(C2CCC3(C(=O)C)OC(=O)C)C)C4(C1=CC(=O)CC4)C. Drug 2: C1C(C(OC1N2C=NC(=NC2=O)N)CO)O. Cell line: LOX IMVI. Synergy scores: CSS=1.80, Synergy_ZIP=0.728, Synergy_Bliss=-6.72, Synergy_Loewe=-15.0, Synergy_HSA=-5.52. (8) Drug 1: CN1CCC(CC1)COC2=C(C=C3C(=C2)N=CN=C3NC4=C(C=C(C=C4)Br)F)OC. Drug 2: CC1=C(C(=O)C2=C(C1=O)N3CC4C(C3(C2COC(=O)N)OC)N4)N. Cell line: HT29. Synergy scores: CSS=40.3, Synergy_ZIP=2.34, Synergy_Bliss=2.54, Synergy_Loewe=-8.39, Synergy_HSA=2.41. (9) Drug 1: C1=CN(C=N1)CC(O)(P(=O)(O)O)P(=O)(O)O. Drug 2: COCCOC1=C(C=C2C(=C1)C(=NC=N2)NC3=CC=CC(=C3)C#C)OCCOC.Cl. Cell line: SK-MEL-5. Synergy scores: CSS=9.16, Synergy_ZIP=-2.51, Synergy_Bliss=-0.811, Synergy_Loewe=5.33, Synergy_HSA=1.05. (10) Drug 1: CC1C(C(CC(O1)OC2CC(OC(C2O)C)OC3=CC4=CC5=C(C(=O)C(C(C5)C(C(=O)C(C(C)O)O)OC)OC6CC(C(C(O6)C)O)OC7CC(C(C(O7)C)O)OC8CC(C(C(O8)C)O)(C)O)C(=C4C(=C3C)O)O)O)O. Drug 2: C1CN(P(=O)(OC1)NCCCl)CCCl. Cell line: COLO 205. Synergy scores: CSS=14.3, Synergy_ZIP=0.0795, Synergy_Bliss=-0.750, Synergy_Loewe=0.232, Synergy_HSA=0.281.